This data is from Reaction yield outcomes from USPTO patents with 853,638 reactions. The task is: Predict the reaction yield, written as a fraction of the theoretical maximum amount of product (1.0 means a 100% yield; for example, 0.34 means a 34% yield). (1) The reactants are C[O:2][C:3](=[O:24])[C:4]1[CH:9]=[C:8]([C:10]2[S:11][CH:12]=[C:13]([C:15]3[CH:20]=[CH:19][C:18]([Cl:21])=[C:17]([Cl:22])[CH:16]=3)[N:14]=2)[CH:7]=[CH:6][C:5]=1Br.[F:25][C:26]1[CH:31]=[CH:30][C:29](B(O)O)=[C:28]([C:35]([F:38])([F:37])[F:36])[CH:27]=1. No catalyst specified. The product is [Cl:22][C:17]1[CH:16]=[C:15]([C:13]2[N:14]=[C:10]([C:8]3[CH:9]=[C:4]([C:3]([OH:2])=[O:24])[C:5]([C:29]4[CH:30]=[CH:31][C:26]([F:25])=[CH:27][C:28]=4[C:35]([F:36])([F:38])[F:37])=[CH:6][CH:7]=3)[S:11][CH:12]=2)[CH:20]=[CH:19][C:18]=1[Cl:21]. The yield is 0.0300. (2) The reactants are Br[C:2]1[CH:3]=[C:4]2[C:9](=[CH:10][CH:11]=1)[N:8]=[CH:7][C:6]([C:12]([CH:14]1[CH2:16][CH2:15]1)=[O:13])=[C:5]2[NH:17][C:18]1[CH:23]=[CH:22][CH:21]=[C:20]([CH2:24][N:25]([CH3:27])[CH3:26])[CH:19]=1.[Cl:28][C:29]1[CH:34]=[C:33](B2OC(C)(C)C(C)(C)O2)[CH:32]=[C:31]([F:44])[C:30]=1[OH:45]. No catalyst specified. The product is [Cl:28][C:29]1[CH:34]=[C:33]([C:2]2[CH:3]=[C:4]3[C:9](=[CH:10][CH:11]=2)[N:8]=[CH:7][C:6]([C:12]([CH:14]2[CH2:15][CH2:16]2)=[O:13])=[C:5]3[NH:17][C:18]2[CH:23]=[CH:22][CH:21]=[C:20]([CH2:24][N:25]([CH3:27])[CH3:26])[CH:19]=2)[CH:32]=[C:31]([F:44])[C:30]=1[OH:45]. The yield is 0.720.